This data is from Peptide-MHC class II binding affinity with 134,281 pairs from IEDB. The task is: Regression. Given a peptide amino acid sequence and an MHC pseudo amino acid sequence, predict their binding affinity value. This is MHC class II binding data. (1) The peptide sequence is CSCRDQSEAQLALTI. The binding affinity (normalized) is 0.241. The MHC is HLA-DQA10501-DQB10302 with pseudo-sequence HLA-DQA10501-DQB10302. (2) The peptide sequence is TNHLSKCQFDHVNTL. The MHC is DRB1_0404 with pseudo-sequence DRB1_0404. The binding affinity (normalized) is 0.418. (3) The peptide sequence is QNSNEVQEVFAKAFAYYIEP. The MHC is DRB1_0101 with pseudo-sequence DRB1_0101. The binding affinity (normalized) is 1.00. (4) The peptide sequence is PLSVASMTSPLLTWD. The MHC is DRB4_0101 with pseudo-sequence DRB4_0103. The binding affinity (normalized) is 0.477. (5) The peptide sequence is YDVPDYASLRSLVAS. The MHC is DRB1_0802 with pseudo-sequence DRB1_0802. The binding affinity (normalized) is 0.196. (6) The MHC is DRB1_1301 with pseudo-sequence DRB1_1301. The peptide sequence is REYPTIKQKKPDFIL. The binding affinity (normalized) is 0.600. (7) The peptide sequence is TLTEALRVIAGTLEV. The MHC is HLA-DQA10104-DQB10503 with pseudo-sequence HLA-DQA10104-DQB10503. The binding affinity (normalized) is 0.220.